This data is from Catalyst prediction with 721,799 reactions and 888 catalyst types from USPTO. The task is: Predict which catalyst facilitates the given reaction. (1) Reactant: [CH3:1][CH:2]([CH3:24])[C@@H:3]([NH:7][S:8]([C:11]1[CH:23]=[CH:22][C:14]2[N:15]=[C:16]([S:18][CH2:19][CH2:20][CH3:21])[O:17][C:13]=2[CH:12]=1)(=[O:10])=[O:9])[C:4](O)=[O:5].C(Cl)(=O)C([Cl:28])=O.CN(C=O)C. Product: [CH3:1][CH:2]([CH3:24])[C@@H:3]([NH:7][S:8]([C:11]1[CH:23]=[CH:22][C:14]2[N:15]=[C:16]([S:18][CH2:19][CH2:20][CH3:21])[O:17][C:13]=2[CH:12]=1)(=[O:10])=[O:9])[C:4]([Cl:28])=[O:5]. The catalyst class is: 4. (2) Reactant: [CH3:1][N:2]([C:26]([C:28]1[CH:33]=[CH:32][CH:31]=[CH:30][C:29]=1[C:34]1[CH:39]=[CH:38][C:37]([C:40]([F:43])([F:42])[F:41])=[CH:36][CH:35]=1)=[O:27])[C:3]1[CH:25]=[CH:24][C:6]([O:7][CH2:8][CH2:9][C:10]2[N:15]=[C:14]([NH:16]C(=O)OC(C)(C)C)[CH:13]=[CH:12][CH:11]=2)=[CH:5][CH:4]=1.FC(F)(F)C(O)=O. Product: [NH2:16][C:14]1[N:15]=[C:10]([CH2:9][CH2:8][O:7][C:6]2[CH:24]=[CH:25][C:3]([N:2]([CH3:1])[C:26]([C:28]3[C:29]([C:34]4[CH:35]=[CH:36][C:37]([C:40]([F:43])([F:41])[F:42])=[CH:38][CH:39]=4)=[CH:30][CH:31]=[CH:32][CH:33]=3)=[O:27])=[CH:4][CH:5]=2)[CH:11]=[CH:12][CH:13]=1. The catalyst class is: 4.